From a dataset of Forward reaction prediction with 1.9M reactions from USPTO patents (1976-2016). Predict the product of the given reaction. (1) Given the reactants [NH2:1][C:2]1[S:3][C:4]2[C:11](=[O:12])[CH2:10][CH2:9][CH2:8][CH2:7][C:5]=2[N:6]=1.[Br:13]Br, predict the reaction product. The product is: [NH2:1][C:2]1[S:3][C:4]2[C:11](=[O:12])[CH:10]([Br:13])[CH2:9][CH2:8][CH2:7][C:5]=2[N:6]=1. (2) Given the reactants [CH:1]1[C:10]2[C:5](=[CH:6][CH:7]=[CH:8][CH:9]=2)[CH:4]=[CH:3][C:2]=1[OH:11].[Br:12][C:13]1[C:14]([O:23][CH3:24])=[C:15]([O:21][CH3:22])[CH:16]=[C:17]([CH:20]=1)[CH:18]=O.[C:25]([CH2:27][C:28]([O:30][CH2:31][CH3:32])=[O:29])#[N:26].N1CCCCC1, predict the reaction product. The product is: [CH2:31]([O:30][C:28]([C:27]1[CH:18]([C:17]2[CH:16]=[C:15]([O:21][CH3:22])[C:14]([O:23][CH3:24])=[C:13]([Br:12])[CH:20]=2)[C:3]2[C:2](=[CH:1][C:10]3[CH:9]=[CH:8][CH:7]=[CH:6][C:5]=3[CH:4]=2)[O:11][C:25]=1[NH2:26])=[O:29])[CH3:32].